The task is: Predict the product of the given reaction.. This data is from Forward reaction prediction with 1.9M reactions from USPTO patents (1976-2016). (1) Given the reactants [F:1][C:2]([F:14])([F:13])[C:3]1[CH:4]=[C:5]([CH2:9][C:10](O)=[O:11])[CH:6]=[CH:7][CH:8]=1.C(Cl)(=O)C([Cl:18])=O.CN(C)C=O, predict the reaction product. The product is: [F:1][C:2]([F:14])([F:13])[C:3]1[CH:4]=[C:5]([CH2:9][C:10]([Cl:18])=[O:11])[CH:6]=[CH:7][CH:8]=1. (2) Given the reactants Br[C:2]1[CH:7]=[CH:6][C:5]([Br:8])=[CH:4][N:3]=1.[F:9][C:10]1[CH:15]=[C:14]([F:16])[CH:13]=[CH:12][C:11]=1B(O)O.C(=O)([O-])[O-].[Na+].[Na+], predict the reaction product. The product is: [Br:8][C:5]1[CH:6]=[CH:7][C:2]([C:13]2[CH:12]=[CH:11][C:10]([F:9])=[CH:15][C:14]=2[F:16])=[N:3][CH:4]=1. (3) The product is: [O:9]=[C:10]1[CH:15]([N:16]2[C:24](=[O:25])[C:23]3[C:18](=[CH:19][CH:20]=[CH:21][C:22]=3[CH2:26][N:27]([CH3:28])[C:38]([NH:37][C:33]3[CH:34]=[CH:35][CH:36]=[C:31]([CH3:40])[CH:32]=3)=[O:39])[C:17]2=[O:29])[CH2:14][CH2:13][C:12](=[O:30])[NH:11]1. Given the reactants C(N(CC)CC)C.Cl.[O:9]=[C:10]1[CH:15]([N:16]2[C:24](=[O:25])[C:23]3[C:18](=[CH:19][CH:20]=[CH:21][C:22]=3[CH2:26][NH:27][CH3:28])[C:17]2=[O:29])[CH2:14][CH2:13][C:12](=[O:30])[NH:11]1.[C:31]1([CH3:40])[CH:36]=[CH:35][CH:34]=[C:33]([N:37]=[C:38]=[O:39])[CH:32]=1, predict the reaction product. (4) Given the reactants [NH2:1][CH2:2][C@H:3]1[CH2:7][CH2:6][N:5]([C:8]([O:10][C:11]([CH3:14])([CH3:13])[CH3:12])=[O:9])[CH2:4]1.[Cl:15][C:16]1[CH:17]=[CH:18][C:19]2[O:23][C:22]([C:24](O)=[O:25])=[CH:21][C:20]=2[CH:27]=1, predict the reaction product. The product is: [C:11]([O:10][C:8]([N:5]1[CH2:6][CH2:7][C@H:3]([CH2:2][NH:1][C:24]([C:22]2[O:23][C:19]3[CH:18]=[CH:17][C:16]([Cl:15])=[CH:27][C:20]=3[CH:21]=2)=[O:25])[CH2:4]1)=[O:9])([CH3:14])([CH3:13])[CH3:12]. (5) Given the reactants [Cl:1][C:2]1[N:3]=[C:4]([N:26]2[CH2:31][CH2:30][O:29][CH2:28][CH2:27]2)[C:5]2[S:10][C:9]([CH2:11][N:12]3[CH2:17]CN(C(C)(C)C(N(C)C)=O)C[CH2:13]3)=[CH:8][C:6]=2[N:7]=1.[CH3:32][N:33]([CH3:40])[CH:34]1[CH2:39][CH2:38]CNC1, predict the reaction product. The product is: [Cl:1][C:2]1[N:3]=[C:4]([N:26]2[CH2:27][CH2:28][O:29][CH2:30][CH2:31]2)[C:5]2[S:10][C:9]([CH2:11][N:12]3[CH2:13][CH2:38][CH2:39][CH:34]([N:33]([CH3:40])[CH3:32])[CH2:17]3)=[CH:8][C:6]=2[N:7]=1. (6) Given the reactants [CH3:1][C:2]([NH:10][C:11]1[N:16]=[C:15](Cl)[C:14]([C:18]2[CH:23]=[CH:22][C:21]([F:24])=[CH:20][CH:19]=2)=[C:13]([C:25]2[CH:30]=[CH:29][N:28]=[CH:27][CH:26]=2)[N:12]=1)([C:4]1[CH:9]=[CH:8][CH:7]=[CH:6][CH:5]=1)[CH3:3].O.[NH2:32][NH2:33], predict the reaction product. The product is: [CH3:1][C:2]([NH:10][C:11]1[N:16]=[C:15]([NH:32][NH2:33])[C:14]([C:18]2[CH:23]=[CH:22][C:21]([F:24])=[CH:20][CH:19]=2)=[C:13]([C:25]2[CH:30]=[CH:29][N:28]=[CH:27][CH:26]=2)[N:12]=1)([C:4]1[CH:9]=[CH:8][CH:7]=[CH:6][CH:5]=1)[CH3:3].